This data is from Forward reaction prediction with 1.9M reactions from USPTO patents (1976-2016). The task is: Predict the product of the given reaction. (1) Given the reactants [CH3:1][C:2]1[CH:7]=[C:6]([OH:8])[C:5]2[O:9][C:10]3[C:15]([C:16]([O:18][CH2:19][C:4]=2[CH:3]=1)=[O:17])=[C:14]([O:20][CH3:21])[C:13]([C@@H:22]([OH:27])[CH2:23][CH:24]([CH3:26])[CH3:25])=[CH:12][CH:11]=3.[H-].[Na+].[CH3:30][C:31]([CH3:36])([CH3:35])[C:32](Cl)=[O:33].O, predict the reaction product. The product is: [C:32]([O:8][C:6]1[C:5]2[O:9][C:10]3[CH:11]=[CH:12][C:13]([C@@H:22]([OH:27])[CH2:23][CH:24]([CH3:25])[CH3:26])=[C:14]([O:20][CH3:21])[C:15]=3[C:16](=[O:17])[O:18][CH2:19][C:4]=2[CH:3]=[C:2]([CH3:1])[CH:7]=1)(=[O:33])[C:31]([CH3:36])([CH3:35])[CH3:30]. (2) Given the reactants [CH2:1]([C:8]1[CH:9]=[N:10][C:11]2[C:16]([C:17]=1[C:18]1[CH:19]=[C:20]([NH2:24])[CH:21]=[CH:22][CH:23]=1)=[CH:15][CH:14]=[CH:13][C:12]=2[C:25]([F:28])([F:27])[F:26])[C:2]1[CH:7]=[CH:6][CH:5]=[CH:4][CH:3]=1.C(NC([N:36]1[CH:40]=[CH:39][CH:38]=[C:37]1[C:41]1[CH:46]=[CH:45][C:44]([F:47])=[C:43]([CH:48]=O)[CH:42]=1)=O)(C)(C)C, predict the reaction product. The product is: [CH2:1]([C:8]1[CH:9]=[N:10][C:11]2[C:16]([C:17]=1[C:18]1[CH:19]=[C:20]([NH:24][CH2:48][C:43]3[CH:42]=[C:41]([C:37]4[NH:36][CH:40]=[CH:39][CH:38]=4)[CH:46]=[CH:45][C:44]=3[F:47])[CH:21]=[CH:22][CH:23]=1)=[CH:15][CH:14]=[CH:13][C:12]=2[C:25]([F:28])([F:26])[F:27])[C:2]1[CH:3]=[CH:4][CH:5]=[CH:6][CH:7]=1. (3) Given the reactants [H-].[Na+].[C:3]([O:7][C:8](=[O:20])[NH:9][CH:10]([C:12]1[CH:13]=[N:14][C:15]([F:19])=[CH:16][C:17]=1[I:18])[CH3:11])([CH3:6])([CH3:5])[CH3:4].I[CH2:22][CH3:23], predict the reaction product. The product is: [C:3]([O:7][C:8](=[O:20])[N:9]([CH2:22][CH3:23])[CH:10]([C:12]1[CH:13]=[N:14][C:15]([F:19])=[CH:16][C:17]=1[I:18])[CH3:11])([CH3:4])([CH3:5])[CH3:6]. (4) Given the reactants [O:1]=[C:2]1[NH:11][C:10]2[N:9]3[CH:12]=[C:13]([C:15]([O:17][CH2:18]C)=O)[N:14]=[C:8]3[CH:7]=[CH:6][C:5]=2[C:4]([C:20]([F:23])([F:22])[F:21])=[CH:3]1.[NH2:24][NH2:25].O.C1(C)C=CC(S(O)(=O)=O)=CC=1, predict the reaction product. The product is: [O:17]1[CH:18]=[N:25][N:24]=[C:15]1[C:13]1[N:14]=[C:8]2[CH:7]=[CH:6][C:5]3[C:4]([C:20]([F:22])([F:21])[F:23])=[CH:3][C:2](=[O:1])[NH:11][C:10]=3[N:9]2[CH:12]=1. (5) Given the reactants [Cl:1][C:2]1[S:3][C:4]([CH:9]2[C@H:14]([O:15][CH2:16][C:17]3[CH:22]=[CH:21][CH:20]=[CH:19][CH:18]=3)[C@@H:13]([O:23][CH2:24][C:25]3[CH:30]=[CH:29][CH:28]=[CH:27][CH:26]=3)[C@H:12]([O:31][CH2:32][C:33]3[CH:38]=[CH:37][CH:36]=[CH:35][CH:34]=3)[C@@H:11]([CH2:39][O:40][CH2:41][C:42]3[CH:47]=[CH:46][CH:45]=[CH:44][CH:43]=3)[O:10]2)=[CH:5][C:6]=1[CH2:7][OH:8].CCN(CC)CC.[C:55](Cl)(=[O:62])[C:56]1[CH:61]=[CH:60][CH:59]=[CH:58][CH:57]=1, predict the reaction product. The product is: [C:55]([O:8][CH2:7][C:6]1[CH:5]=[C:4]([C@H:9]2[C@H:14]([O:15][CH2:16][C:17]3[CH:18]=[CH:19][CH:20]=[CH:21][CH:22]=3)[C@@H:13]([O:23][CH2:24][C:25]3[CH:30]=[CH:29][CH:28]=[CH:27][CH:26]=3)[C@H:12]([O:31][CH2:32][C:33]3[CH:34]=[CH:35][CH:36]=[CH:37][CH:38]=3)[C@@H:11]([CH2:39][O:40][CH2:41][C:42]3[CH:43]=[CH:44][CH:45]=[CH:46][CH:47]=3)[O:10]2)[S:3][C:2]=1[Cl:1])(=[O:62])[C:56]1[CH:61]=[CH:60][CH:59]=[CH:58][CH:57]=1. (6) Given the reactants [N:1]1([C:7]2[CH:8]=[C:9]([N:19](C)[C:20]3[N:25]=[C:24]([NH:26][C:27]4[CH:35]=[CH:34][CH:33]=[C:32]5[C:28]=4[C:29]([CH3:45])=[N:30][N:31]5CC4C=CC(OC)=CC=4)[CH:23]=[CH:22][N:21]=3)[CH:10]=[C:11]([N:13]3[CH2:18][CH2:17][O:16][CH2:15][CH2:14]3)[CH:12]=2)[CH2:6][CH2:5][O:4][CH2:3][CH2:2]1.[C:47](O)(C(F)(F)F)=O, predict the reaction product. The product is: [N:13]1([C:11]2[CH:10]=[C:9]([NH:19][C:20]3[N:25]=[C:24]([N:26]([CH3:47])[C:27]4[CH:35]=[CH:34][CH:33]=[C:32]5[C:28]=4[C:29]([CH3:45])=[N:30][NH:31]5)[CH:23]=[CH:22][N:21]=3)[CH:8]=[C:7]([N:1]3[CH2:6][CH2:5][O:4][CH2:3][CH2:2]3)[CH:12]=2)[CH2:14][CH2:15][O:16][CH2:17][CH2:18]1. (7) Given the reactants [C:1]([O:5][C:6]([NH:8][C@@H:9]([CH2:17][CH2:18][NH:19][C:20]([NH2:22])=[S:21])[C:10]([O:12][C:13]([CH3:16])([CH3:15])[CH3:14])=[O:11])=[O:7])([CH3:4])([CH3:3])[CH3:2].C([O-])(=O)C.[Na+].Br[CH:29]([CH:32]=O)[CH:30]=[O:31], predict the reaction product. The product is: [C:1]([O:5][C:6]([NH:8][C@@H:9]([CH2:17][CH2:18][NH:19][C:20]1[S:21][C:29]([CH:30]=[O:31])=[CH:32][N:22]=1)[C:10]([O:12][C:13]([CH3:14])([CH3:15])[CH3:16])=[O:11])=[O:7])([CH3:2])([CH3:3])[CH3:4]. (8) Given the reactants [CH3:1][N:2]([CH3:38])[C:3]([CH3:37])([CH2:28][O:29][Si](C(C)(C)C)(C)C)[CH:4]([NH:11][C:12]([C:14]1[C:23]2[C:18](=[CH:19][CH:20]=[CH:21][CH:22]=2)[N:17]=[C:16]([C:24]([F:27])([F:26])[F:25])[CH:15]=1)=[O:13])[C:5]1[CH:10]=[CH:9][CH:8]=[CH:7][CH:6]=1.[F-].C([N+](CCCC)(CCCC)CCCC)CCC.C(OCC)(=O)C.CCCCC, predict the reaction product. The product is: [CH3:1][N:2]([CH3:38])[C:3]([CH3:37])([CH2:28][OH:29])[CH:4]([NH:11][C:12]([C:14]1[C:23]2[C:18](=[CH:19][CH:20]=[CH:21][CH:22]=2)[N:17]=[C:16]([C:24]([F:25])([F:26])[F:27])[CH:15]=1)=[O:13])[C:5]1[CH:10]=[CH:9][CH:8]=[CH:7][CH:6]=1. (9) Given the reactants Cl.[NH:2]1[CH2:6][CH2:5][CH:4]([NH:7][C:8]([C:10]2[C:18]3[C:13](=[N:14][CH:15]=[C:16]([C:19]4[CH:24]=[CH:23][C:22]([O:25][CH3:26])=[C:21]([O:27][CH3:28])[CH:20]=4)[N:17]=3)[NH:12][CH:11]=2)=[O:9])[CH2:3]1.[BH3-][C:30]#N.[Na+].C=O, predict the reaction product. The product is: [CH3:30][N:2]1[CH2:6][CH2:5][CH:4]([NH:7][C:8]([C:10]2[C:18]3[C:13](=[N:14][CH:15]=[C:16]([C:19]4[CH:24]=[CH:23][C:22]([O:25][CH3:26])=[C:21]([O:27][CH3:28])[CH:20]=4)[N:17]=3)[NH:12][CH:11]=2)=[O:9])[CH2:3]1.